From a dataset of Full USPTO retrosynthesis dataset with 1.9M reactions from patents (1976-2016). Predict the reactants needed to synthesize the given product. Given the product [F:24][C:2]([F:1])([F:23])[O:3][C:4]1[CH:22]=[CH:21][CH:20]=[CH:19][C:5]=1[C:6]([NH:8][C:9]1[S:13][N:12]=[C:11]([C:14]([OH:16])=[O:15])[N:10]=1)=[O:7], predict the reactants needed to synthesize it. The reactants are: [F:1][C:2]([F:24])([F:23])[O:3][C:4]1[CH:22]=[CH:21][CH:20]=[CH:19][C:5]=1[C:6]([NH:8][C:9]1[S:13][N:12]=[C:11]([C:14]([O:16]CC)=[O:15])[N:10]=1)=[O:7].[Li+].[OH-].Cl.